From a dataset of Forward reaction prediction with 1.9M reactions from USPTO patents (1976-2016). Predict the product of the given reaction. Given the reactants [N+:1]([C:4]1[CH:5]=[C:6]2[C:10](=[CH:11][CH:12]=1)[NH:9][N:8]=[CH:7]2)([O-])=O, predict the reaction product. The product is: [NH2:1][C:4]1[CH:5]=[C:6]2[C:10](=[CH:11][CH:12]=1)[NH:9][N:8]=[CH:7]2.